From a dataset of Catalyst prediction with 721,799 reactions and 888 catalyst types from USPTO. Predict which catalyst facilitates the given reaction. (1) Reactant: [S:1]1[CH:5]=[CH:4][CH:3]=[C:2]1[CH2:6][NH:7][C:8]([C:10]1[CH:25]=[C:13]2[CH:14]=[C:15]([C:19]3[CH:24]=[CH:23][CH:22]=[CH:21][CH:20]=3)[CH:16]=[C:17]([I:18])[N:12]2[N:11]=1)=[O:9].[Br:26]N1C(=O)CCC1=O. Product: [S:1]1[CH:5]=[CH:4][CH:3]=[C:2]1[CH2:6][NH:7][C:8]([C:10]1[C:25]([Br:26])=[C:13]2[CH:14]=[C:15]([C:19]3[CH:20]=[CH:21][CH:22]=[CH:23][CH:24]=3)[CH:16]=[C:17]([I:18])[N:12]2[N:11]=1)=[O:9]. The catalyst class is: 31. (2) Product: [CH2:1]([O:3][CH2:4][CH2:5][O:9][C:10]1[CH:11]=[CH:22][C:12]([CH:17]=[CH2:16])=[CH:13][CH:14]=1)[CH3:2].[OH:3][C:4]1[CH:5]=[CH:22][C:12]([CH:17]=[CH2:16])=[CH:13][CH:14]=1.[C:6]([O:9][CH:10]([CH3:12])[CH2:11][O:3][CH3:1])(=[O:8])[CH3:7]. The catalyst class is: 66. Reactant: [CH:1]([O:3][CH2:4][CH3:5])=[CH2:2].[C:6]([O:9][CH2:10][CH3:11])(=[O:8])[CH3:7].[C:12]1([CH3:22])[CH:17]=[CH:16]C(S(O)(=O)=O)=[CH:14][CH:13]=1.